Dataset: Full USPTO retrosynthesis dataset with 1.9M reactions from patents (1976-2016). Task: Predict the reactants needed to synthesize the given product. (1) Given the product [Cl:29][C:26]1[CH:27]=[CH:28][C:23]([C:15]2[CH:14]=[CH:13][N:12]3[C:30](=[O:31])[N:9]([CH2:8][C:7]4[C:2]([C:36]#[N:37])=[N:3][C:4]([C:32]([F:34])([F:33])[F:35])=[CH:5][CH:6]=4)[N:10]=[C:11]3[C:16]=2[C:17]2[CH:22]=[CH:21][N:20]=[CH:19][CH:18]=2)=[CH:24][CH:25]=1, predict the reactants needed to synthesize it. The reactants are: Cl[C:2]1[C:7]([CH2:8][N:9]2[C:30](=[O:31])[N:12]3[CH:13]=[CH:14][C:15]([C:23]4[CH:28]=[CH:27][C:26]([Cl:29])=[CH:25][CH:24]=4)=[C:16]([C:17]4[CH:22]=[CH:21][N:20]=[CH:19][CH:18]=4)[C:11]3=[N:10]2)=[CH:6][CH:5]=[C:4]([C:32]([F:35])([F:34])[F:33])[N:3]=1.[CH3:36][N:37](C=O)C. (2) Given the product [CH:1]1([N:7]2[C:12]([OH:13])=[C:11]([C:14]([NH:16][CH2:17][C:18]([OH:20])=[O:19])=[O:15])[C:10](=[O:23])[N:9]([CH2:32][C:33]3[CH:42]=[CH:41][C:40]4[C:39]([CH3:44])([CH3:43])[CH2:38][CH2:37][C:36]([CH3:46])([CH3:45])[C:35]=4[CH:34]=3)[C:8]2=[O:24])[CH2:2][CH2:3][CH2:4][CH2:5][CH2:6]1, predict the reactants needed to synthesize it. The reactants are: [CH:1]1([N:7]2[C:12]([OH:13])=[C:11]([C:14]([NH:16][CH2:17][C:18]([O:20]CC)=[O:19])=[O:15])[C:10](=[O:23])[NH:9][C:8]2=[O:24])[CH2:6][CH2:5][CH2:4][CH2:3][CH2:2]1.C(=O)([O-])[O-].[K+].[K+].Br[CH2:32][C:33]1[CH:34]=[C:35]2[C:40](=[CH:41][CH:42]=1)[C:39]([CH3:44])([CH3:43])[CH2:38][CH2:37][C:36]2([CH3:46])[CH3:45].Cl. (3) Given the product [F:16][C:17]1[CH:24]=[C:23]([F:25])[CH:22]=[CH:21][C:18]=1[CH2:19][N:3]1[C:4](=[O:15])[C:5]2[C@@H:6]3[C:11]([CH3:12])([CH3:13])[C@@:9]([CH3:14])([CH2:8][CH2:7]3)[C:10]=2[N:2]1[CH3:1], predict the reactants needed to synthesize it. The reactants are: [CH3:1][N:2]1[C:10]2[C@@:9]3([CH3:14])[C:11]([CH3:13])([CH3:12])[C@H:6]([CH2:7][CH2:8]3)[C:5]=2[C:4](=[O:15])[NH:3]1.[F:16][C:17]1[CH:24]=[C:23]([F:25])[CH:22]=[CH:21][C:18]=1[CH2:19]Br.